From a dataset of Reaction yield outcomes from USPTO patents with 853,638 reactions. Predict the reaction yield, written as a fraction of the theoretical maximum amount of product (1.0 means a 100% yield; for example, 0.34 means a 34% yield). (1) The reactants are [C:1]([C:4]1[C:5](=[O:18])[NH:6][N:7]=[C:8]([C:10]2[CH:15]=[CH:14][C:13]([CH3:16])=[C:12]([F:17])[CH:11]=2)[CH:9]=1)([OH:3])=[O:2].S(Cl)(Cl)=O.[CH3:23]O. No catalyst specified. The product is [F:17][C:12]1[CH:11]=[C:10]([C:8]2[CH:9]=[C:4]([C:1]([O:3][CH3:23])=[O:2])[C:5](=[O:18])[NH:6][N:7]=2)[CH:15]=[CH:14][C:13]=1[CH3:16]. The yield is 0.927. (2) The reactants are [NH2:1][N:2]1[CH:6]=[CH:5][CH:4]=[C:3]1[C:7]([NH:9][C@H:10]([C:12]1[CH:17]=[CH:16][CH:15]=[CH:14][CH:13]=1)[CH3:11])=[O:8].[C:18]([O:22][C:23]([NH:25][CH2:26][C:27](O)=[O:28])=[O:24])([CH3:21])([CH3:20])[CH3:19]. No catalyst specified. The product is [O:28]=[C:27]([NH:1][N:2]1[CH:6]=[CH:5][CH:4]=[C:3]1[C:7](=[O:8])[NH:9][C@H:10]([C:12]1[CH:17]=[CH:16][CH:15]=[CH:14][CH:13]=1)[CH3:11])[CH2:26][NH:25][C:23](=[O:24])[O:22][C:18]([CH3:20])([CH3:19])[CH3:21]. The yield is 0.890. (3) The reactants are [C:1]([N:4]1[CH2:9][CH2:8][C:7]2[N:10](C3CCOCC3)[N:11]=[C:12]([N:13]3[C:22]4[C:17](=[CH:18][C:19](Br)=[C:20]([C:23]#N)[CH:21]=4)CCC3)[C:6]=2[CH2:5]1)(=[O:3])[CH3:2].Br[CH2:33][CH:34]1[CH2:39][CH2:38][CH2:37][N:36]([C:40]([O:42][C:43]([CH3:46])([CH3:45])[CH3:44])=[O:41])[CH2:35]1.C([O-])([O-])=O.[Cs+].[Cs+]. The catalyst is CN(C=O)C.CCOC(C)=O. The product is [C:1]([N:4]1[CH2:9][CH2:8][C:7]2[N:10]([CH2:33][CH:34]3[CH2:39][CH2:38][CH2:37][N:36]([C:40]([O:42][C:43]([CH3:46])([CH3:45])[CH3:44])=[O:41])[CH2:35]3)[N:11]=[C:12]([NH:13][C:22]3[CH:21]=[C:20]([CH3:23])[CH:19]=[CH:18][CH:17]=3)[C:6]=2[CH2:5]1)(=[O:3])[CH3:2]. The yield is 0.770. (4) The reactants are [CH3:1][O:2][C:3]1[CH:8]=[C:7]([N:9]2[CH2:14][CH2:13][N:12]([CH3:15])[CH2:11][CH2:10]2)[CH:6]=[CH:5][C:4]=1[NH:16][C:17]1[CH:22]=[C:21]([NH:23][C:24]2[CH:29]=[CH:28][CH:27]=[C:26]([N+:30]([O-:32])=[O:31])[CH:25]=2)[N:20]=[CH:19][N:18]=1.[C:33]1([N:39]=[C:40]=[O:41])[CH:38]=[CH:37][CH:36]=[CH:35][CH:34]=1. The catalyst is C1(C)C=CC=CC=1. The product is [CH3:1][O:2][C:3]1[CH:8]=[C:7]([N:9]2[CH2:10][CH2:11][N:12]([CH3:15])[CH2:13][CH2:14]2)[CH:6]=[CH:5][C:4]=1[NH:16][C:17]1[N:18]=[CH:19][N:20]=[C:21]([N:23]([C:24]2[CH:29]=[CH:28][CH:27]=[C:26]([N+:30]([O-:32])=[O:31])[CH:25]=2)[C:40]([NH:39][C:33]2[CH:38]=[CH:37][CH:36]=[CH:35][CH:34]=2)=[O:41])[CH:22]=1. The yield is 0.350. (5) The reactants are [CH3:1][NH:2][CH2:3][CH:4]1[CH2:8][C:7]2[CH:9]=[CH:10][CH:11]=[C:12]([C:13]3[CH:18]=[CH:17][CH:16]=[CH:15][C:14]=3[CH3:19])[C:6]=2[O:5]1.C(N(C(C)C)CC)(C)C.Cl[C:30]([O:32][CH2:33][C:34]1[CH:39]=[CH:38][CH:37]=[CH:36][CH:35]=1)=[O:31].C1(C2C3OC(CNC(=O)OCC4C=CC=CC=4)CC=3C=CC=2)CCCC1. No catalyst specified. The product is [CH2:33]([O:32][C:30](=[O:31])[N:2]([CH2:3][CH:4]1[CH2:8][C:7]2[CH:9]=[CH:10][CH:11]=[C:12]([C:13]3[CH:18]=[CH:17][CH:16]=[CH:15][C:14]=3[CH3:19])[C:6]=2[O:5]1)[CH3:1])[C:34]1[CH:39]=[CH:38][CH:37]=[CH:36][CH:35]=1. The yield is 0.770. (6) The reactants are [NH2:1][C:2]1[C:3]([C:7]2[N:11]([C:12]3[CH:17]=[CH:16][C:15]([F:18])=[C:14]([Br:19])[CH:13]=3)[C:10](=[O:20])[O:9][N:8]=2)=[N:4][O:5][N:6]=1.CO[CH:23](OC)[CH2:24][NH:25][S:26]([NH:29][C:30](=[O:39])[O:31][CH2:32][C:33]1[CH:38]=[CH:37][CH:36]=[CH:35][CH:34]=1)(=[O:28])=[O:27].FC(F)(F)C(O)=O.C([SiH](CC)CC)C. The catalyst is ClCCCl. The product is [Br:19][C:14]1[CH:13]=[C:12]([N:11]2[C:10](=[O:20])[O:9][N:8]=[C:7]2[C:3]2[C:2]([NH:1][CH2:23][CH2:24][NH:25][S:26]([NH:29][C:30](=[O:39])[O:31][CH2:32][C:33]3[CH:38]=[CH:37][CH:36]=[CH:35][CH:34]=3)(=[O:27])=[O:28])=[N:6][O:5][N:4]=2)[CH:17]=[CH:16][C:15]=1[F:18]. The yield is 0.990. (7) The product is [F:9][C:10]1[CH:17]=[CH:16][C:13]([C:14](=[O:21])[CH2:3][C:4]([O:6][CH2:7][CH3:8])=[O:5])=[CH:12][CH:11]=1. The reactants are Br[Zn][CH2:3][C:4]([O:6][CH2:7][CH3:8])=[O:5].[F:9][C:10]1[CH:17]=[CH:16][C:13]([C:14]#N)=[CH:12][CH:11]=1.Cl.C(OCC)(=[O:21])C. The catalyst is C1COCC1. The yield is 0.930. (8) The reactants are [CH2:1]([O:8][C:9]1[CH:19]=[CH:18][C:12]2[CH:13]=[C:14]([CH2:16][NH2:17])[O:15][C:11]=2[CH:10]=1)[C:2]1[CH:7]=[CH:6][CH:5]=[CH:4][CH:3]=1.[NH2:20][C:21]1[N:29]=[C:28]([CH2:30][O:31][CH3:32])[CH:27]=[CH:26][C:22]=1[C:23](O)=[O:24].C(N(CC)CC)C.F[P-](F)(F)(F)(F)F.N1(O[P+](N(C)C)(N(C)C)N(C)C)C2C=CC=CC=2N=N1. The catalyst is O.CN(C)C=O. The product is [NH2:20][C:21]1[N:29]=[C:28]([CH2:30][O:31][CH3:32])[CH:27]=[CH:26][C:22]=1[C:23]([NH:17][CH2:16][C:14]1[O:15][C:11]2[CH:10]=[C:9]([O:8][CH2:1][C:2]3[CH:3]=[CH:4][CH:5]=[CH:6][CH:7]=3)[CH:19]=[CH:18][C:12]=2[CH:13]=1)=[O:24]. The yield is 0.690. (9) The reactants are [Cl:1][C:2]1[N:3]([CH2:10][CH2:11][C:12]2([CH3:15])[CH2:14][O:13]2)[CH:4]=[C:5]([N+:7]([O-:9])=[O:8])[N:6]=1.[F:16][C:17]([F:27])([F:26])[O:18][C:19]1[CH:24]=[CH:23][C:22]([OH:25])=[CH:21][CH:20]=1. No catalyst specified. The product is [Cl:1][C:2]1[N:3]([CH2:10][CH2:11][C:12]([CH3:15])([OH:13])[CH2:14][O:25][C:22]2[CH:21]=[CH:20][C:19]([O:18][C:17]([F:26])([F:27])[F:16])=[CH:24][CH:23]=2)[CH:4]=[C:5]([N+:7]([O-:9])=[O:8])[N:6]=1. The yield is 0.770. (10) The reactants are Cl[C:2]1[CH:3]=[CH:4][N:5]2[C:10]([C:11]=1[CH3:12])=[C:9]([CH:13]1[CH2:15][CH2:14]1)[CH:8]=[C:7]([C:16]([O:18][CH2:19][CH3:20])=[O:17])[C:6]2=[O:21].[F:22][C:23]1[CH:28]=[CH:27][C:26](B(O)O)=[CH:25][CH:24]=1.C([O-])([O-])=O.[Na+].[Na+]. The catalyst is C1COCC1.Cl[Pd](Cl)([P](C1C=CC=CC=1)(C1C=CC=CC=1)C1C=CC=CC=1)[P](C1C=CC=CC=1)(C1C=CC=CC=1)C1C=CC=CC=1. The product is [F:22][C:23]1[CH:28]=[CH:27][C:26]([C:2]2[CH:3]=[CH:4][N:5]3[C:10]([C:11]=2[CH3:12])=[C:9]([CH:13]2[CH2:15][CH2:14]2)[CH:8]=[C:7]([C:16]([O:18][CH2:19][CH3:20])=[O:17])[C:6]3=[O:21])=[CH:25][CH:24]=1. The yield is 0.820.